The task is: Regression/Classification. Given a drug SMILES string, predict its absorption, distribution, metabolism, or excretion properties. Task type varies by dataset: regression for continuous measurements (e.g., permeability, clearance, half-life) or binary classification for categorical outcomes (e.g., BBB penetration, CYP inhibition). Dataset: cyp2c19_veith.. This data is from CYP2C19 inhibition data for predicting drug metabolism from PubChem BioAssay. (1) The compound is CC(C)(C)NC(=O)CSC(=Nc1ccc(F)cc1)NC#N. The result is 1 (inhibitor). (2) The molecule is NC(=O)C1(NC(=O)[C@@H]2CC3(CC(c4cccc(NC(=O)[C@@H]5CCC(=O)N5)c4)=NO3)CN2C(=O)Cc2ccc(Cl)cc2)CC1. The result is 0 (non-inhibitor). (3) The drug is c1ccc2cc(CC3=NCCN3)ccc2c1. The result is 0 (non-inhibitor). (4) The drug is CCC(=S)/C=C1\Sc2ccccc2N1CCCS(=O)(=O)[O-].[Na+]. The result is 0 (non-inhibitor). (5) The drug is COc1ccc(-n2cnnc2)cc1. The result is 0 (non-inhibitor). (6) The compound is O=c1c(-c2ccccc2)nc2cnc(N3CCOCC3)nc2n1-c1ccccc1. The result is 0 (non-inhibitor).